This data is from Full USPTO retrosynthesis dataset with 1.9M reactions from patents (1976-2016). The task is: Predict the reactants needed to synthesize the given product. Given the product [F:34][C:35]([F:49])([F:50])[C:36]1[CH:37]=[C:38]([C:39]([NH:12][C@@H:13]2[CH2:18][CH2:17][N:16]([C:19]([O:21][C:22]([CH3:25])([CH3:23])[CH3:24])=[O:20])[CH2:15][C@H:14]2[C:26]2[CH:31]=[CH:30][C:29]([Cl:32])=[C:28]([F:33])[CH:27]=2)=[O:40])[CH:42]=[C:43]([C:45]([F:46])([F:47])[F:48])[CH:44]=1, predict the reactants needed to synthesize it. The reactants are: C1(C)C=CC(S(O)(=O)=O)=CC=1.[NH2:12][C@@H:13]1[CH2:18][CH2:17][N:16]([C:19]([O:21][C:22]([CH3:25])([CH3:24])[CH3:23])=[O:20])[CH2:15][C@H:14]1[C:26]1[CH:31]=[CH:30][C:29]([Cl:32])=[C:28]([F:33])[CH:27]=1.[F:34][C:35]([F:50])([F:49])[C:36]1[CH:37]=[C:38]([CH:42]=[C:43]([C:45]([F:48])([F:47])[F:46])[CH:44]=1)[C:39](O)=[O:40].